Dataset: Forward reaction prediction with 1.9M reactions from USPTO patents (1976-2016). Task: Predict the product of the given reaction. (1) Given the reactants Cl.[N+:2]([C:5]1[CH:13]=[CH:12][C:8]([C:9]([NH2:11])=[NH:10])=[CH:7][CH:6]=1)([O-:4])=[O:3].C([O-])(O)=O.[Na+].C1COCC1.Br[CH2:25][C:26]([C:28]1[CH:37]=[CH:36][C:31]([C:32]([O:34][CH3:35])=[O:33])=[CH:30][CH:29]=1)=O, predict the reaction product. The product is: [N+:2]([C:5]1[CH:6]=[CH:7][C:8]([C:9]2[NH:11][C:26]([C:28]3[CH:37]=[CH:36][C:31]([C:32]([O:34][CH3:35])=[O:33])=[CH:30][CH:29]=3)=[CH:25][N:10]=2)=[CH:12][CH:13]=1)([O-:4])=[O:3]. (2) Given the reactants [CH3:1][Si:2]([C:5]#[CH:6])([CH3:4])[CH3:3].C([Li])CCC.[CH2:12]([O:14][C:15](=[O:27])[CH2:16][O:17][C:18]1[CH:23]=[CH:22][C:21]([Br:24])=[CH:20][C:19]=1[CH:25]=[O:26])[CH3:13].[NH4+].[Cl-], predict the reaction product. The product is: [CH2:12]([O:14][C:15](=[O:27])[CH2:16][O:17][C:18]1[CH:23]=[CH:22][C:21]([Br:24])=[CH:20][C:19]=1[CH:25]([OH:26])[C:6]#[C:5][Si:2]([CH3:4])([CH3:3])[CH3:1])[CH3:13]. (3) Given the reactants [NH2:1][C:2]1[C:7]([NH2:8])=[C:6]([C:9]2[CH:14]=[CH:13][C:12]([CH2:15][NH:16]C(=O)OC(C)(C)C)=[C:11]([F:24])[CH:10]=2)[CH:5]=[CH:4][N:3]=1.[CH3:25][N:26]1[CH2:31][CH2:30][N:29]([CH2:32][C:33]2[CH:34]=[CH:35][C:36]([CH:39]=O)=[N:37][CH:38]=2)[CH2:28][CH2:27]1, predict the reaction product. The product is: [F:24][C:11]1[CH:10]=[C:9]([C:6]2[CH:5]=[CH:4][N:3]=[C:2]3[NH:1][C:39]([C:36]4[CH:35]=[CH:34][C:33]([CH2:32][N:29]5[CH2:28][CH2:27][N:26]([CH3:25])[CH2:31][CH2:30]5)=[CH:38][N:37]=4)=[N:8][C:7]=23)[CH:14]=[CH:13][C:12]=1[CH2:15][NH2:16]. (4) Given the reactants Br[C:2]1[CH:7]=[CH:6][N:5]=[C:4]([NH:8][C:9](=[O:15])[O:10][C:11]([CH3:14])([CH3:13])[CH3:12])[CH:3]=1.C([O-])(=O)C.[K+].[B:21]1([B:21]2[O:25][C:24]([CH3:27])([CH3:26])[C:23]([CH3:29])([CH3:28])[O:22]2)[O:25][C:24]([CH3:27])([CH3:26])[C:23]([CH3:29])([CH3:28])[O:22]1.[Cl-].[NH4+], predict the reaction product. The product is: [C:11]([O:10][C:9](=[O:15])[NH:8][C:4]1[CH:3]=[C:2]([B:21]2[O:25][C:24]([CH3:27])([CH3:26])[C:23]([CH3:29])([CH3:28])[O:22]2)[CH:7]=[CH:6][N:5]=1)([CH3:14])([CH3:13])[CH3:12]. (5) Given the reactants [Cl:1][C:2]1[CH:3]=[C:4]([C:12]2[CH2:17][CH2:16][N:15]([C:18]([O:20][CH2:21][C:22]3[CH:27]=[CH:26][CH:25]=[CH:24][CH:23]=3)=[O:19])[CH2:14][C:13]=2[C:28](OC)=[O:29])[CH:5]=[CH:6][C:7]=1[C:8]([F:11])([F:10])[F:9].[H-].[H-].[H-].[H-].[Li+].[Al+3].[NH4+].[Cl-], predict the reaction product. The product is: [Cl:1][C:2]1[CH:3]=[C:4]([C:12]2[CH2:17][CH2:16][N:15]([C:18]([O:20][CH2:21][C:22]3[CH:27]=[CH:26][CH:25]=[CH:24][CH:23]=3)=[O:19])[CH2:14][C:13]=2[CH2:28][OH:29])[CH:5]=[CH:6][C:7]=1[C:8]([F:10])([F:9])[F:11]. (6) Given the reactants [OH:1][CH2:2][C:3]1[CH:4]=[C:5]([OH:9])[CH:6]=[CH:7][CH:8]=1.C(N(CC)CC)C.[Cl-].[Mg+2].[Cl-].[CH2:20]=[O:21], predict the reaction product. The product is: [OH:9][C:5]1[CH:4]=[C:3]([CH2:2][OH:1])[CH:8]=[CH:7][C:6]=1[CH:20]=[O:21]. (7) Given the reactants C[Si](OS(C(F)(F)F)(=O)=O)(C)C.[CH2:13]([O:17][C:18]([C@@H:20]1[CH2:25][CH2:24][CH2:23][N:22]([C:26](=[O:64])[C@@H:27]([NH:43][C:44](=[O:63])[C@@H:45]([NH:55][C:56](OC(C)(C)C)=[O:57])[CH2:46][C:47]2[CH:52]=[CH:51][C:50]([O:53][CH3:54])=[CH:49][CH:48]=2)[CH2:28][C:29]2[CH:34]=[CH:33][CH:32]=[C:31]([O:35][Si:36]([C:39]([CH3:42])([CH3:41])[CH3:40])([CH3:38])[CH3:37])[CH:30]=2)[NH:21]1)=[O:19])[CH2:14][CH:15]=[CH2:16].C(N(CC)C(C)C)(C)C.ON1C2C=CC=CC=2N=N1.Cl.CN(C)CCCN=C=NCC.[CH3:96][O:97][C@H:98]([C@@H:104]([CH3:112])[C@@H:105]([O:110][CH3:111])/[CH:106]=[CH:107]/[CH:108]=[CH2:109])[C@@H:99](C)[C:100](O)=O, predict the reaction product. The product is: [CH2:13]([O:17][C:18]([C@@H:20]1[CH2:25][CH2:24][CH2:23][N:22]([C:26](=[O:64])[C@@H:27]([NH:43][C:44](=[O:63])[C@@H:45]([NH:55][C:56](=[O:57])[C@H:99]([CH3:100])[C@H:98]([O:97][CH3:96])[C@@H:104]([CH3:112])[C@@H:105]([O:110][CH3:111])/[CH:106]=[CH:107]\[CH:108]=[CH2:109])[CH2:46][C:47]2[CH:52]=[CH:51][C:50]([O:53][CH3:54])=[CH:49][CH:48]=2)[CH2:28][C:29]2[CH:34]=[CH:33][CH:32]=[C:31]([O:35][Si:36]([C:39]([CH3:42])([CH3:41])[CH3:40])([CH3:38])[CH3:37])[CH:30]=2)[NH:21]1)=[O:19])[CH2:14][CH:15]=[CH2:16].